Dataset: Catalyst prediction with 721,799 reactions and 888 catalyst types from USPTO. Task: Predict which catalyst facilitates the given reaction. Reactant: Br[CH2:2][C:3]1([CH2:9][NH:10][C:11]2[NH:15][N:14]=[C:13]([C:16]3[CH:21]=[CH:20][C:19]([F:22])=[CH:18][CH:17]=3)[C:12]=2[C:23]2[CH:24]=[CH:25][C:26](=[O:36])[N:27]([C:29]3[CH:34]=[CH:33][CH:32]=[CH:31][C:30]=3[CH3:35])[N:28]=2)[CH2:8][CH2:7][CH2:6][CH2:5][CH2:4]1.C([O-])([O-])=O.[K+].[K+].O. Product: [F:22][C:19]1[CH:20]=[CH:21][C:16]([C:13]2[C:12]([C:23]3[CH:24]=[CH:25][C:26](=[O:36])[N:27]([C:29]4[CH:34]=[CH:33][CH:32]=[CH:31][C:30]=4[CH3:35])[N:28]=3)=[C:11]3[NH:10][CH2:9][C:3]4([CH2:8][CH2:7][CH2:6][CH2:5][CH2:4]4)[CH2:2][N:15]3[N:14]=2)=[CH:17][CH:18]=1. The catalyst class is: 3.